From a dataset of Full USPTO retrosynthesis dataset with 1.9M reactions from patents (1976-2016). Predict the reactants needed to synthesize the given product. (1) Given the product [C:24]([P:23]([C:28]([CH3:31])([CH3:30])[CH3:29])[C:1]1[CH:5]=[CH:35][CH:34]=[CH:3][C:2]=1[C:11]1[C:12]([CH3:13])=[CH:7][C:8]([CH3:21])=[C:9]([C:15]2[CH:20]=[CH:19][CH:18]=[CH:17][CH:16]=2)[C:10]=1[CH3:14])([CH3:27])([CH3:26])[CH3:25], predict the reactants needed to synthesize it. The reactants are: [CH2:1]1[CH2:5]O[CH2:3][CH2:2]1.Br[C:7]1[C:8]([CH3:21])=[C:9]([C:15]2[CH:20]=[CH:19][CH:18]=[CH:17][CH:16]=2)[C:10]([CH3:14])=[CH:11][C:12]=1[CH3:13].Cl[P:23]([C:28]([CH3:31])([CH3:30])[CH3:29])[C:24]([CH3:27])([CH3:26])[CH3:25].[NH4+].[OH-].[C:34](OCC)(=O)[CH3:35]. (2) Given the product [Cl:13][C:14]1[CH:2]=[C:6]([CH:7]([S:8]([Cl:11])(=[O:10])=[O:9])[CH3:28])[CH:5]=[C:4]([Cl:12])[CH:19]=1, predict the reactants needed to synthesize it. The reactants are: Cl[C:2]1S[C:4]([Cl:12])=[CH:5][C:6]=1[CH2:7][S:8]([Cl:11])(=[O:10])=[O:9].[Cl:13][C:14]1C=C(C(SC(=O)C)C)C=C(Cl)[CH:19]=1.Cl[C:28]1SC(Cl)=CC=1CSC(=O)C. (3) Given the product [NH2:1][C:2]1[C:7]([S:8]([NH:11][C@@H:12]2[CH2:16][CH2:15][N:14]([CH3:17])[CH2:13]2)(=[O:10])=[O:9])=[CH:6][C:5]([C:39]2[CH:40]=[CH:41][C:35]3[O:34][CH2:33][CH2:32][N:31]([C:23]4[C:22]5[CH2:21][C:20]([CH3:19])([CH3:45])[CH:29]=[C:28]([CH3:30])[C:27]=5[N:26]=[CH:25][N:24]=4)[CH2:37][C:36]=3[CH:38]=2)=[CH:4][N:3]=1, predict the reactants needed to synthesize it. The reactants are: [NH2:1][C:2]1[C:7]([S:8]([NH:11][C@H:12]2[CH2:16][CH2:15][N:14]([CH3:17])[CH2:13]2)(=[O:10])=[O:9])=[CH:6][C:5](Br)=[CH:4][N:3]=1.[CH3:19][C:20]1([CH3:45])[CH:29]=[C:28]([CH3:30])[C:27]2[N:26]=[CH:25][N:24]=[C:23]([N:31]3[CH2:37][C:36]4[CH:38]=[C:39](B(O)O)[CH:40]=[CH:41][C:35]=4[O:34][CH2:33][CH2:32]3)[C:22]=2[CH2:21]1. (4) Given the product [CH2:1]([O:3][C:4]([C:5]1([C:6]([O:8][CH2:9][CH3:10])=[O:7])[CH2:13][C:14]2[N:15]=[CH:16][CH:17]=[CH:18][C:19]=2[CH2:20]1)=[O:11])[CH3:2], predict the reactants needed to synthesize it. The reactants are: [CH2:1]([O:3][C:4](=[O:11])[CH2:5][C:6]([O:8][CH2:9][CH3:10])=[O:7])[CH3:2].Cl[CH2:13][C:14]1[C:19]([CH2:20]Cl)=[CH:18][CH:17]=[CH:16][N:15]=1. (5) Given the product [C:19]([NH:22][C:23]1[CH:28]=[CH:27][C:26]([S:29][C:2]2[N:11]=[C:10]([NH:12][C:13]3[NH:14][N:15]=[C:16]([CH3:18])[CH:17]=3)[C:9]3[C:4](=[CH:5][CH:6]=[CH:7][CH:8]=3)[N:3]=2)=[CH:25][CH:24]=1)(=[O:21])[CH3:20], predict the reactants needed to synthesize it. The reactants are: Cl[C:2]1[N:11]=[C:10]([NH:12][C:13]2[NH:14][N:15]=[C:16]([CH3:18])[CH:17]=2)[C:9]2[C:4](=[CH:5][CH:6]=[CH:7][CH:8]=2)[N:3]=1.[C:19]([NH:22][C:23]1[CH:28]=[CH:27][C:26]([SH:29])=[CH:25][CH:24]=1)(=[O:21])[CH3:20].C(OCC)C.C([O-])([O-])=O.[K+].[K+]. (6) Given the product [Br:16][C:17]1[CH:18]=[CH:19][C:20]2[O:15][C:8]([C:5]3[CH:4]=[CH:3][C:2]([F:1])=[CH:7][CH:6]=3)=[C:9]([C:10]([O:12][CH2:13][CH3:14])=[O:11])[C:21]=2[CH:22]=1, predict the reactants needed to synthesize it. The reactants are: [F:1][C:2]1[CH:7]=[CH:6][C:5]([C:8](=[O:15])[CH2:9][C:10]([O:12][CH2:13][CH3:14])=[O:11])=[CH:4][CH:3]=1.[Br:16][C:17]1[CH:22]=[CH:21][C:20](O)=[CH:19][CH:18]=1.C(OOC(C)(C)C)(C)(C)C. (7) Given the product [C:18]1([CH:17]([C:24]2[CH:29]=[CH:28][CH:27]=[CH:26][CH:25]=2)[N:10]2[C:11]3[C:16](=[CH:15][CH:14]=[CH:13][CH:12]=3)[C:8]3([C:6]4[CH:7]=[C:2]([C:50]5[CH:49]=[N:46][CH:47]=[CH:52][CH:51]=5)[CH:3]=[CH:4][C:5]=4[O:32][CH2:31]3)[C:9]2=[O:30])[CH:19]=[CH:20][CH:21]=[CH:22][CH:23]=1, predict the reactants needed to synthesize it. The reactants are: Br[C:2]1[CH:3]=[CH:4][C:5]2[O:32][CH2:31][C:8]3([C:16]4[C:11](=[CH:12][CH:13]=[CH:14][CH:15]=4)[N:10]([CH:17]([C:24]4[CH:29]=[CH:28][CH:27]=[CH:26][CH:25]=4)[C:18]4[CH:23]=[CH:22][CH:21]=[CH:20][CH:19]=4)[C:9]3=[O:30])[C:6]=2[CH:7]=1.Br[C:51]1[CH:50]=[CH:49]C=[C:47]2[C:52]=1C1(C3C=C(F)C(F)=CC=3OC1)C(=O)[N:46]2CC([NH:46][C:47]1[CH:52]=[CH:51][CH:50]=[CH:49]C=1F)=O.N1C=CC=C(B(O)O)C=1.N1C=C(B(O)O)C=NC=1. (8) Given the product [CH2:21]([O:20][C:18]([C:15]1([CH2:23][CH:24]=[CH2:25])[CH2:16][CH2:17][CH:12]([N:3]2[C:4](=[O:11])[C:5]3[C:10](=[CH:9][CH:8]=[CH:7][CH:6]=3)[C:2]2=[O:1])[CH2:13][CH2:14]1)=[O:19])[CH3:22], predict the reactants needed to synthesize it. The reactants are: [O:1]=[C:2]1[C:10]2[C:5](=[CH:6][CH:7]=[CH:8][CH:9]=2)[C:4](=[O:11])[N:3]1[CH:12]1[CH2:17][CH2:16][C:15]([CH3:23])([C:18]([O:20][CH2:21][CH3:22])=[O:19])[CH2:14][CH2:13]1.[CH2:24](C1(C(OCC)=O)CCC(O)CC1)[CH:25]=C. (9) The reactants are: [CH2:1]([O:8][CH2:9][N:10]1[CH:14]=[C:13](Br)[N:12]=[C:11]1[O:16][CH:17]([CH3:19])[CH3:18])[C:2]1[CH:7]=[CH:6][CH:5]=[CH:4][CH:3]=1.Cl.[OH-].[Na+].C(=O)([O-])O.[Na+].[O:28]1CCO[CH2:30][CH2:29]1. Given the product [CH2:1]([O:8][CH2:9][N:10]1[CH:14]=[C:13]([C:29](=[O:28])[CH3:30])[N:12]=[C:11]1[O:16][CH:17]([CH3:19])[CH3:18])[C:2]1[CH:7]=[CH:6][CH:5]=[CH:4][CH:3]=1, predict the reactants needed to synthesize it. (10) Given the product [CH2:28]([O:27][C:25]([NH:5][CH:6]([CH2:7][C:8]1[CH:9]=[CH:10][C:11]([OH:14])=[CH:12][CH:13]=1)[C:15]([O:17][CH3:35])=[O:16])=[O:26])[C:29]1[CH:34]=[CH:33][CH:32]=[CH:31][CH:30]=1, predict the reactants needed to synthesize it. The reactants are: S(Cl)(Cl)=O.[NH2:5][C@H:6]([C:15]([OH:17])=[O:16])[CH2:7][C:8]1[CH:13]=[CH:12][C:11]([OH:14])=[CH:10][CH:9]=1.[O-]S([O-])(=O)=O.[Ca+2].Cl[C:25]([O:27][CH2:28][C:29]1[CH:34]=[CH:33][CH:32]=[CH:31][CH:30]=1)=[O:26].[C:35](OCC)(=O)C.